From a dataset of CYP2C9 inhibition data for predicting drug metabolism from PubChem BioAssay. Regression/Classification. Given a drug SMILES string, predict its absorption, distribution, metabolism, or excretion properties. Task type varies by dataset: regression for continuous measurements (e.g., permeability, clearance, half-life) or binary classification for categorical outcomes (e.g., BBB penetration, CYP inhibition). Dataset: cyp2c9_veith. (1) The compound is O=c1cnc2cnc(OCc3ccccc3)nc2n1CCc1ccccc1. The result is 1 (inhibitor). (2) The molecule is COC(=O)CCC(NC(=O)OCc1ccccc1)C(=O)NC(CC(C)C)C(=O)OC. The result is 1 (inhibitor). (3) The compound is CCC/C=C(\CCC)C(NC(=O)CCc1ccccc1)c1ccc(C(F)(F)F)cc1. The result is 1 (inhibitor). (4) The drug is COc1ccc(NC(=O)N2CCC3(CC2)CCN(S(C)(=O)=O)CC3)cc1. The result is 1 (inhibitor). (5) The result is 0 (non-inhibitor). The compound is COc1cc(/C=C(\C#N)C(N)=O)cc(CSc2nc3ccccc3s2)c1O. (6) The molecule is COc1ccccc1NC(=O)N1CCC(c2nnc(SCC(N)=O)n2C)CC1. The result is 0 (non-inhibitor). (7) The drug is CC(C)C[C@@H](N)C(=O)Nc1ccc2ccccc2c1. The result is 0 (non-inhibitor). (8) The molecule is CC(=O)O.O=C(N/N=C/c1cc([N+](=O)[O-])ccc1N1CCNCC1)c1ccc([N+](=O)[O-])cc1. The result is 0 (non-inhibitor).